This data is from Full USPTO retrosynthesis dataset with 1.9M reactions from patents (1976-2016). The task is: Predict the reactants needed to synthesize the given product. (1) Given the product [CH3:11][C@@H:22]1[O:21][CH2:20][C@@H:19]([C:23]2[CH:28]=[CH:27][CH:26]=[CH:25][CH:24]=2)[N:18]([C:29]([O:31][C:32]([CH3:35])([CH3:34])[CH3:33])=[O:30])[C:17]1=[O:16], predict the reactants needed to synthesize it. The reactants are: C[Si]([N-][Si](C)(C)C)(C)C.[Na+].[CH2:11]1COCC1.[O:16]=[C:17]1[CH2:22][O:21][CH2:20][C@@H:19]([C:23]2[CH:28]=[CH:27][CH:26]=[CH:25][CH:24]=2)[N:18]1[C:29]([O:31][C:32]([CH3:35])([CH3:34])[CH3:33])=[O:30].IC. (2) Given the product [Cl:26][C:27]1[CH:32]=[CH:31][C:30]([C:2]2[CH:7]=[CH:6][N:5]=[CH:4][C:3]=2[N:8]([CH3:25])[C:9](=[O:24])[C:10]2[CH:15]=[C:14]([C:16]([F:19])([F:18])[F:17])[CH:13]=[C:12]([C:20]([F:23])([F:22])[F:21])[CH:11]=2)=[C:29]([CH3:36])[CH:28]=1, predict the reactants needed to synthesize it. The reactants are: Br[C:2]1[CH:7]=[CH:6][N:5]=[CH:4][C:3]=1[N:8]([CH3:25])[C:9](=[O:24])[C:10]1[CH:15]=[C:14]([C:16]([F:19])([F:18])[F:17])[CH:13]=[C:12]([C:20]([F:23])([F:22])[F:21])[CH:11]=1.[Cl:26][C:27]1[CH:32]=[CH:31][C:30](B(O)O)=[C:29]([CH3:36])[CH:28]=1. (3) Given the product [OH:35][C:36]1[CH:56]=[CH:55][C:54]([O:19][C:18](=[O:20])[C:17]2[CH:16]=[CH:15][C:14]([O:13][CH2:12][CH2:11][CH2:10][CH2:9][CH2:8][CH2:7][O:6][C:1](=[O:5])[C:2]([CH3:4])=[CH2:3])=[CH:22][CH:21]=2)=[CH:53][C:37]=1[C:38]([O:40][CH2:41][CH2:42][CH2:43][CH2:44][CH2:45][CH2:46][O:47][C:48](=[O:52])[C:49]([CH3:51])=[CH2:50])=[O:39], predict the reactants needed to synthesize it. The reactants are: [C:1]([O:6][CH2:7][CH2:8][CH2:9][CH2:10][CH2:11][CH2:12][O:13][C:14]1[CH:22]=[CH:21][C:17]([C:18]([OH:20])=[O:19])=[CH:16][CH:15]=1)(=[O:5])[C:2]([CH3:4])=[CH2:3].C(N(CC)CC)C.S(Cl)(C)(=O)=O.[OH:35][C:36]1[CH:56]=[CH:55][C:54](O)=[CH:53][C:37]=1[C:38]([O:40][CH2:41][CH2:42][CH2:43][CH2:44][CH2:45][CH2:46][O:47][C:48](=[O:52])[C:49]([CH3:51])=[CH2:50])=[O:39]. (4) Given the product [NH2:15][C:12]1[CH:13]=[CH:14][C:9]([O:8][C:7]2[C:2]([Cl:1])=[CH:3][C:4]([F:25])=[C:5]([NH:18][C:19](=[O:24])[C:20]([F:23])([F:21])[F:22])[CH:6]=2)=[N:10][CH:11]=1, predict the reactants needed to synthesize it. The reactants are: [Cl:1][C:2]1[C:7]([O:8][C:9]2[CH:14]=[CH:13][C:12]([N+:15]([O-])=O)=[CH:11][N:10]=2)=[CH:6][C:5]([NH:18][C:19](=[O:24])[C:20]([F:23])([F:22])[F:21])=[C:4]([F:25])[CH:3]=1. (5) Given the product [CH3:18][C:15]1[CH:16]=[CH:17][C:12]([C:9]2[N:8]=[C:7]([CH2:6][N:40]3[CH2:45][CH2:44][O:43][CH2:42][CH2:41]3)[O:11][N:10]=2)=[CH:13][C:14]=1[NH:19][C:20]([C:22]1[N:26]2[CH:27]=[CH:28][CH:29]=[CH:30][C:25]2=[N:24][CH:23]=1)=[O:21], predict the reactants needed to synthesize it. The reactants are: CS(O[CH2:6][C:7]1[O:11][N:10]=[C:9]([C:12]2[CH:17]=[CH:16][C:15]([CH3:18])=[C:14]([NH:19][C:20]([C:22]3[N:26]4[CH:27]=[CH:28][CH:29]=[CH:30][C:25]4=[N:24][CH:23]=3)=[O:21])[CH:13]=2)[N:8]=1)(=O)=O.CCN(C(C)C)C(C)C.[NH:40]1[CH2:45][CH2:44][O:43][CH2:42][CH2:41]1. (6) Given the product [Cl:1][C:2]1[CH:7]=[CH:6][C:5]([C:8]([N:16]2[C:24]3[C:19](=[C:20]([NH:25][S:26]([CH3:29])(=[O:27])=[O:28])[CH:21]=[CH:22][CH:23]=3)[CH:18]=[CH:17]2)([CH2:14][CH3:15])[CH2:9][CH2:10][OH:11])=[CH:4][CH:3]=1, predict the reactants needed to synthesize it. The reactants are: [Cl:1][C:2]1[CH:7]=[CH:6][C:5]([C:8]([N:16]2[C:24]3[C:19](=[C:20]([NH:25][S:26]([CH3:29])(=[O:28])=[O:27])[CH:21]=[CH:22][CH:23]=3)[CH:18]=[CH:17]2)([CH2:14][CH3:15])[CH2:9][C:10](OC)=[O:11])=[CH:4][CH:3]=1.[H-].[H-].[H-].[H-].[Li+].[Al+3]. (7) Given the product [C:18]([C:11]1[C:12]2[C:17](=[CH:16][CH:15]=[CH:14][CH:13]=2)[C:8]([N:5]2[C:6](=[O:7])[C:2]([CH3:21])([CH3:1])[N:3]([CH2:39][CH2:38][CH2:37][CH2:36][O:35][C:32](=[O:34])[CH3:33])[C:4]2=[O:20])=[CH:9][CH:10]=1)#[N:19], predict the reactants needed to synthesize it. The reactants are: [CH3:1][C:2]1([CH3:21])[C:6](=[O:7])[N:5]([C:8]2[C:17]3[C:12](=[CH:13][CH:14]=[CH:15][CH:16]=3)[C:11]([C:18]#[N:19])=[CH:10][CH:9]=2)[C:4](=[O:20])[NH:3]1.C[Si]([N-][Si](C)(C)C)(C)C.[K+].[C:32]([O:35][CH2:36][CH2:37][CH2:38][CH2:39]Br)(=[O:34])[CH3:33]. (8) Given the product [C:16]1([C:12]2[N:11]([CH2:10][C:9]([OH:22])=[O:8])[CH:15]=[CH:14][N:13]=2)[CH:17]=[CH:18][CH:19]=[CH:20][CH:21]=1, predict the reactants needed to synthesize it. The reactants are: C([O:8][C:9](=[O:22])[CH2:10][N:11]1[CH:15]=[CH:14][N:13]=[C:12]1[C:16]1[CH:21]=[CH:20][CH:19]=[CH:18][CH:17]=1)C1C=CC=CC=1.[H][H].